Task: Predict the reactants needed to synthesize the given product.. Dataset: Full USPTO retrosynthesis dataset with 1.9M reactions from patents (1976-2016) The reactants are: [Cl:1][C:2]1[CH:7]=[CH:6][C:5]([CH3:8])=[C:4]([N+:9]([O-:11])=[O:10])[CH:3]=1.C1C(C(OO)=O)=CC=CC=1.BrN1C(=O)CCC1=O.Cl.[NH2:31][CH2:32][C:33]([O:35][CH2:36][CH3:37])=[O:34].C(=O)([O-])O.[Na+]. Given the product [Cl:1][C:2]1[CH:7]=[CH:6][C:5]([CH2:8][NH:31][CH2:32][C:33]([O:35][CH2:36][CH3:37])=[O:34])=[C:4]([N+:9]([O-:11])=[O:10])[CH:3]=1, predict the reactants needed to synthesize it.